Predict which catalyst facilitates the given reaction. From a dataset of Catalyst prediction with 721,799 reactions and 888 catalyst types from USPTO. (1) Reactant: FC1C(S)=CC=CC=1C(OCC)=O.C1C(=O)N(Cl)C(=O)C1.[Cl:22][C:23]1[C:31]([F:32])=[C:30]2[C:26]([C:27]([S:47][C:48]3[CH:53]=[CH:52][CH:51]=[C:50]([C:54]([O:56][CH2:57][CH3:58])=[O:55])[C:49]=3[F:59])=[C:28](C3CC3)[N:29]2C2C=NN(CCCC(O)=O)C=2)=[CH:25][CH:24]=1. Product: [Cl:22][C:23]1[C:31]([F:32])=[C:30]2[C:26]([C:27]([S:47][C:48]3[C:49]([F:59])=[C:50]([CH:51]=[CH:52][CH:53]=3)[C:54]([O:56][CH2:57][CH3:58])=[O:55])=[CH:28][NH:29]2)=[CH:25][CH:24]=1. The catalyst class is: 34. (2) Reactant: C[O:2][C:3](=O)[C:4]1[CH:9]=[CH:8][CH:7]=[C:6](/[CH:10]=[CH:11]/[C:12]2[N:17]=[C:16]([CH3:18])[CH:15]=[C:14]([N:19]3[CH2:23][CH2:22][CH2:21][CH2:20]3)[N:13]=2)[CH:5]=1.COC(=O)C1C=CC=C(/C=C/C2N=C(Cl)C=C(C)N=2)C=1.[Cl-].[Cl-].[Ca+2].[BH4-].[Na+]. Product: [CH3:18][C:16]1[CH:15]=[C:14]([N:19]2[CH2:20][CH2:21][CH2:22][CH2:23]2)[N:13]=[C:12](/[CH:11]=[CH:10]/[C:6]2[CH:5]=[C:4]([CH2:3][OH:2])[CH:9]=[CH:8][CH:7]=2)[N:17]=1. The catalyst class is: 92. (3) Reactant: C(OC(=O)[NH:7][CH2:8][C@H:9]1[CH2:18][CH2:17][C:16]2[C:11](=[C:12]([C:19]3[C:24]([Cl:25])=[CH:23][CH:22]=[CH:21][C:20]=3[Cl:26])[CH:13]=[CH:14][CH:15]=2)[O:10]1)(C)(C)C.Cl. Product: [ClH:25].[NH2:7][CH2:8][C@H:9]1[CH2:18][CH2:17][C:16]2[C:11](=[C:12]([C:19]3[C:24]([Cl:25])=[CH:23][CH:22]=[CH:21][C:20]=3[Cl:26])[CH:13]=[CH:14][CH:15]=2)[O:10]1. The catalyst class is: 5. (4) Reactant: [CH3:1][O:2][C:3](=[O:36])[CH:4]([NH:25]C(OCC1C=CC=CC=1)=O)[CH2:5][C:6]1[CH:14]=[C:13]([CH3:15])[C:12]2[C:8](=[CH:9][N:10]([S:16]([CH2:19][CH2:20][Si:21]([CH3:24])([CH3:23])[CH3:22])(=[O:18])=[O:17])[N:11]=2)[CH:7]=1.[H][H]. Product: [CH3:1][O:2][C:3](=[O:36])[C@H:4]([NH2:25])[CH2:5][C:6]1[CH:14]=[C:13]([CH3:15])[C:12]2[C:8](=[CH:9][N:10]([S:16]([CH2:19][CH2:20][Si:21]([CH3:22])([CH3:24])[CH3:23])(=[O:17])=[O:18])[N:11]=2)[CH:7]=1. The catalyst class is: 43. (5) Reactant: O=P(Cl)(Cl)Cl.CN([CH:14]=[O:15])C1C=CC=CC=1.[CH2:16]([O:18][C:19]([C:21]1[N:22]([CH2:31][C:32]2[C:41]3[C:36](=[CH:37][CH:38]=[CH:39][CH:40]=3)[CH:35]=[CH:34][CH:33]=2)[C:23]2[C:28]([CH:29]=1)=[CH:27][C:26]([F:30])=[CH:25][CH:24]=2)=[O:20])[CH3:17].C([O-])(=O)C.[Na+]. Product: [CH2:16]([O:18][C:19]([C:21]1[N:22]([CH2:31][C:32]2[C:41]3[C:36](=[CH:37][CH:38]=[CH:39][CH:40]=3)[CH:35]=[CH:34][CH:33]=2)[C:23]2[C:28]([C:29]=1[CH:14]=[O:15])=[CH:27][C:26]([F:30])=[CH:25][CH:24]=2)=[O:20])[CH3:17]. The catalyst class is: 26. (6) Reactant: [F:1][C:2]1[CH:7]=[C:6]([CH3:8])[C:5]([S:9][CH2:10][C:11]([F:14])([F:13])[F:12])=[CH:4][C:3]=1[N:15]1[CH:19]=[CH:18][C:17]([OH:20])=[N:16]1.[F:21][C:22]([F:33])([F:32])[C:23]1[CH:28]=[CH:27][C:26](B(O)O)=[CH:25][CH:24]=1.C(N(CC)CC)C.N1C=CC=CC=1.C(OCC)(=[O:49])C. Product: [F:1][C:2]1[CH:7]=[C:6]([CH3:8])[C:5]([S:9]([CH2:10][C:11]([F:14])([F:12])[F:13])=[O:49])=[CH:4][C:3]=1[N:15]1[CH:19]=[CH:18][C:17]([O:20][C:26]2[CH:25]=[CH:24][C:23]([C:22]([F:21])([F:32])[F:33])=[CH:28][CH:27]=2)=[N:16]1. The catalyst class is: 221. (7) Reactant: Cl.[CH3:2][N:3]1[C:7]([C:8]2[CH:9]=[C:10]([NH:14][C:15]([NH:17][CH2:18][CH:19]3[CH2:24][CH2:23][CH2:22][NH:21][CH2:20]3)=[O:16])[CH:11]=[CH:12][CH:13]=2)=[N:6][N:5]=[N:4]1.[F:25][C:26]1[CH:31]=[CH:30][C:29]([CH2:32][CH2:33][CH:34]=O)=[CH:28][CH:27]=1.C(N(CC)CC)C.C([BH3-])#N. Product: [F:25][C:26]1[CH:31]=[CH:30][C:29]([CH2:32][CH2:33][CH2:34][N:21]2[CH2:22][CH2:23][CH2:24][CH:19]([CH2:18][NH:17][C:15]([NH:14][C:10]3[CH:11]=[CH:12][CH:13]=[C:8]([C:7]4[N:3]([CH3:2])[N:4]=[N:5][N:6]=4)[CH:9]=3)=[O:16])[CH2:20]2)=[CH:28][CH:27]=1. The catalyst class is: 442.